From a dataset of Forward reaction prediction with 1.9M reactions from USPTO patents (1976-2016). Predict the product of the given reaction. (1) Given the reactants [CH3:1][O:2][N:3]1[CH2:9][CH2:8][N:7]2[C:10](=[O:23])[CH:11]([C:14]3[C:19]([CH3:20])=[CH:18][C:17]([CH3:21])=[CH:16][C:15]=3[CH3:22])[C:12](=[O:13])[N:6]2[CH2:5][CH2:4]1.C(N(CC)CC)C.Cl[C:32]([O:34][CH2:35][CH3:36])=[O:33], predict the reaction product. The product is: [CH3:1][O:2][N:3]1[CH2:4][CH2:5][N:6]2[C:12](=[O:13])[C:11]([C:14]3[C:15]([CH3:22])=[CH:16][C:17]([CH3:21])=[CH:18][C:19]=3[CH3:20])=[C:10]([O:23][C:32](=[O:33])[O:34][CH2:35][CH3:36])[N:7]2[CH2:8][CH2:9]1. (2) Given the reactants [CH2:1]([C:7]1[CH:12]=[CH:11][C:10]([O:13][C:14]2[CH:19]=[CH:18][CH:17]=[CH:16][CH:15]=2)=[C:9]([O:20][CH3:21])[CH:8]=1)[CH2:2][CH2:3][CH2:4][CH2:5][CH3:6].[CH2:22]([Mg]Cl)[CH2:23]CCCC.C([Mg]Cl)CCCCCCC, predict the reaction product. The product is: [CH3:21][O:20][C:9]1[CH:8]=[C:7]([CH2:1][CH2:2][CH2:3][CH2:4][CH2:5][CH2:6][CH2:22][CH3:23])[CH:12]=[CH:11][C:10]=1[O:13][C:14]1[CH:19]=[CH:18][CH:17]=[CH:16][CH:15]=1. (3) Given the reactants C([O:8][C:9]1[N:24]=[C:23]([C:25]2[CH:33]=[C:32]3[C:28]([CH:29]=[CH:30][NH:31]3)=[CH:27][CH:26]=2)[C:22]([CH2:34][CH3:35])=[C:21]([O:36]CC2C=CC=CC=2)[C:10]=1[C:11]([O:13]CC1C=CC=CC=1)=[O:12])C1C=CC=CC=1, predict the reaction product. The product is: [CH2:34]([C:22]1[C:21]([OH:36])=[C:10]([C:11]([OH:13])=[O:12])[C:9](=[O:8])[NH:24][C:23]=1[C:25]1[CH:33]=[C:32]2[C:28]([CH:29]=[CH:30][NH:31]2)=[CH:27][CH:26]=1)[CH3:35]. (4) Given the reactants [CH3:1][O:2][C:3](=[O:17])[C@@H:4]1[CH2:8][C@@H:7]([OH:9])[CH2:6][N:5]1[C:10]([O:12][C:13]([CH3:16])([CH3:15])[CH3:14])=[O:11].C(N(CC)CC)C.[CH3:25][S:26](Cl)(=[O:28])=[O:27], predict the reaction product. The product is: [CH3:1][O:2][C:3]([C@@H:4]1[CH2:8][C@@H:7]([O:9][S:26]([CH3:25])(=[O:28])=[O:27])[CH2:6][N:5]1[C:10]([O:12][C:13]([CH3:14])([CH3:16])[CH3:15])=[O:11])=[O:17].